Dataset: NCI-60 drug combinations with 297,098 pairs across 59 cell lines. Task: Regression. Given two drug SMILES strings and cell line genomic features, predict the synergy score measuring deviation from expected non-interaction effect. Drug 1: CC12CCC(CC1=CCC3C2CCC4(C3CC=C4C5=CN=CC=C5)C)O. Drug 2: C1=NC2=C(N1)C(=S)N=C(N2)N. Cell line: NCIH23. Synergy scores: CSS=54.7, Synergy_ZIP=-2.15, Synergy_Bliss=-0.930, Synergy_Loewe=-7.95, Synergy_HSA=-0.506.